This data is from Full USPTO retrosynthesis dataset with 1.9M reactions from patents (1976-2016). The task is: Predict the reactants needed to synthesize the given product. (1) Given the product [NH2:13][C:9]1[C:10]([CH3:12])=[N:11][CH:2]=[C:3]([CH:8]=1)[C:4]([O:6][CH3:7])=[O:5], predict the reactants needed to synthesize it. The reactants are: Cl[C:2]1[N:11]=[C:10]([CH3:12])[C:9]([N+:13]([O-])=O)=[CH:8][C:3]=1[C:4]([O:6][CH3:7])=[O:5].C(N(CC)CC)C. (2) Given the product [Cl:1][C:2]1[N:7]=[C:6]([NH:34][CH2:33][C:28]2[CH:29]=[CH:30][CH:31]=[CH:32][N:27]=2)[C:5]2=[C:9]([C:12]3[CH:17]=[CH:16][CH:15]=[CH:14][CH:13]=3)[CH:10]=[CH:11][N:4]2[N:3]=1, predict the reactants needed to synthesize it. The reactants are: [Cl:1][C:2]1[N:7]=[C:6](Cl)[C:5]2=[C:9]([C:12]3[CH:17]=[CH:16][CH:15]=[CH:14][CH:13]=3)[CH:10]=[CH:11][N:4]2[N:3]=1.CCN(C(C)C)C(C)C.[N:27]1[CH:32]=[CH:31][CH:30]=[CH:29][C:28]=1[CH2:33][NH2:34]. (3) Given the product [NH2:1][C@H:4]1[C@H:9]([NH:10][C:11]([O:13][CH2:14][C:15]2[CH:16]=[CH:17][CH:18]=[CH:19][CH:20]=2)=[O:12])[CH2:8][CH2:7][N:6]([C:21]([O:23][C:24]([CH3:27])([CH3:26])[CH3:25])=[O:22])[CH2:5]1, predict the reactants needed to synthesize it. The reactants are: [N:1]([C@H:4]1[C@H:9]([NH:10][C:11]([O:13][CH2:14][C:15]2[CH:20]=[CH:19][CH:18]=[CH:17][CH:16]=2)=[O:12])[CH2:8][CH2:7][N:6]([C:21]([O:23][C:24]([CH3:27])([CH3:26])[CH3:25])=[O:22])[CH2:5]1)=[N+]=[N-].C1(P(C2C=CC=CC=2)C2C=CC=CC=2)C=CC=CC=1. (4) Given the product [CH2:31]([N:27]1[CH2:28][CH2:29][CH2:30][CH:25]([NH:24][C:19](=[O:21])[C:18]2[CH:22]=[CH:23][C:15]([O:14][CH2:13][C:3]3[C:4]([C:7]4[CH:8]=[CH:9][CH:10]=[CH:11][CH:12]=4)=[N:5][O:6][C:2]=3[CH3:1])=[N:16][CH:17]=2)[CH2:26]1)[CH3:32], predict the reactants needed to synthesize it. The reactants are: [CH3:1][C:2]1[O:6][N:5]=[C:4]([C:7]2[CH:12]=[CH:11][CH:10]=[CH:9][CH:8]=2)[C:3]=1[CH2:13][O:14][C:15]1[CH:23]=[CH:22][C:18]([C:19]([OH:21])=O)=[CH:17][N:16]=1.[NH2:24][CH:25]1[CH2:30][CH2:29][CH2:28][N:27]([CH2:31][CH3:32])[CH2:26]1.